This data is from Full USPTO retrosynthesis dataset with 1.9M reactions from patents (1976-2016). The task is: Predict the reactants needed to synthesize the given product. (1) Given the product [NH:1]1[CH:5]=[C:4]([C@H:6]2[CH2:11][CH2:10][CH2:9][CH2:8][C@@H:7]2[OH:12])[CH:3]=[N:2]1, predict the reactants needed to synthesize it. The reactants are: [NH:1]1[CH:5]=[C:4]([C@@H:6]2[CH2:11][CH2:10][CH2:9][CH2:8][C@H:7]2[OH:12])[CH:3]=[N:2]1. (2) The reactants are: Br[C:2]1[CH:3]=[N:4][CH:5]=[CH:6][CH:7]=1.[F:8][C:9]1[CH:14]=[CH:13][C:12](B(O)O)=[CH:11][CH:10]=1.N#N. Given the product [F:8][C:9]1[CH:14]=[CH:13][C:12]([C:2]2[CH:3]=[N:4][CH:5]=[CH:6][CH:7]=2)=[CH:11][CH:10]=1, predict the reactants needed to synthesize it. (3) Given the product [CH2:1]([O:3][C:4]([C:6]1[N:15]([CH2:16][O:17][CH2:18][CH2:19][Si:20]([CH3:23])([CH3:22])[CH3:21])[C:9]2[N:10]=[CH:11][N:12]=[C:13]([O:72][C:73]3[CH:74]=[CH:49][C:50]([NH:55][C:37]([C:34]4([C:32](=[O:33])[NH:31][C:28]5[CH:27]=[CH:26][C:25]([F:24])=[CH:30][CH:29]=5)[CH2:35][CH2:36]4)=[O:39])=[CH:51][C:52]=3[F:57])[C:8]=2[CH:7]=1)=[O:5])[CH3:2], predict the reactants needed to synthesize it. The reactants are: [CH2:1]([O:3][C:4]([C:6]1[N:15]([CH2:16][O:17][CH2:18][CH2:19][Si:20]([CH3:23])([CH3:22])[CH3:21])[C:9]2[N:10]=[CH:11][N:12]=[C:13](Cl)[C:8]=2[CH:7]=1)=[O:5])[CH3:2].[F:24][C:25]1[CH:30]=[CH:29][C:28]([NH:31][C:32]([C:34]2([C:37]([OH:39])=O)[CH2:36][CH2:35]2)=[O:33])=[CH:27][CH:26]=1.CN(C(ON1N=[N:55][C:50]2[CH:51]=[CH:52]C=N[C:49]1=2)=[N+](C)C)C.[F:57][P-](F)(F)(F)(F)F.CN(C=O)C.C([O:72][CH2:73][CH3:74])(=O)C. (4) The reactants are: [F:1][C:2]1[CH:3]=[C:4]([CH:7]=[CH:8][C:9]=1[O:10][CH3:11])[CH:5]=O.[C:12]([CH2:17][CH:18]=P(C1C=CC=CC=1)(C1C=CC=CC=1)C1C=CC=CC=1)([O:14][CH2:15][CH3:16])=[O:13]. Given the product [CH2:15]([O:14][C:12](=[O:13])/[C:17](/[CH3:18])=[CH:5]/[C:4]1[CH:7]=[CH:8][C:9]([O:10][CH3:11])=[C:2]([F:1])[CH:3]=1)[CH3:16], predict the reactants needed to synthesize it.